This data is from Forward reaction prediction with 1.9M reactions from USPTO patents (1976-2016). The task is: Predict the product of the given reaction. (1) Given the reactants [F:1][C:2]([F:27])([F:26])[C:3]1[CH:8]=[CH:7][C:6]([C@H:9]([NH:18]C(=O)OC(C)(C)C)[C:10]2[C:15]([CH:16]=[CH2:17])=[CH:14][CH:13]=[CH:12][N:11]=2)=[CH:5][CH:4]=1.[C:28]([OH:34])([C:30]([F:33])([F:32])[F:31])=[O:29], predict the reaction product. The product is: [F:31][C:30]([F:33])([F:32])[C:28]([OH:34])=[O:29].[F:27][C:2]([F:1])([F:26])[C:3]1[CH:8]=[CH:7][C:6]([C@@H:9]([C:10]2[C:15]([CH:16]=[CH2:17])=[CH:14][CH:13]=[CH:12][N:11]=2)[NH2:18])=[CH:5][CH:4]=1. (2) Given the reactants [O:1]1[CH2:5][CH2:4][C:3]2[CH:6]=[CH:7][CH:8]=[C:9]([CH:10]=O)[C:2]1=2.[NH2:12][C:13]1[CH:17]=[CH:16][NH:15][N:14]=1.O=[C:19]([CH2:26][CH2:27][CH3:28])[CH2:20][C:21]([O:23][CH2:24][CH3:25])=[O:22], predict the reaction product. The product is: [O:1]1[CH2:5][CH2:4][C:3]2[CH:6]=[CH:7][CH:8]=[C:9]([CH:10]3[C:20]([C:21]([O:23][CH2:24][CH3:25])=[O:22])=[C:19]([CH2:26][CH2:27][CH3:28])[NH:12][C:13]4=[N:14][NH:15][CH:16]=[C:17]34)[C:2]1=2. (3) Given the reactants Cl[C:2]1[CH:7]=[CH:6][C:5]([CH:8]2[CH:13]([CH3:14])[NH:12][C:11](=[O:15])[CH:10]([NH:16][C:17](=[O:23])[O:18][C:19]([CH3:22])(C)C)[CH2:9]2)=[CH:4][CH:3]=1.[H][H].[CH2:26](N(CC)CC)[CH3:27].C(OC(OC(C)(C)C)=O)(OC(C)(C)C)=O.C(=O)(O)[O-].[Na+], predict the reaction product. The product is: [CH3:14][C@H:13]1[NH:12][C:11](=[O:15])[C@@H:10]([NH:16][C:17](=[O:23])[O:18][CH2:19][CH2:22][CH2:26][CH3:27])[CH2:9][C@H:8]1[C:5]1[CH:4]=[CH:3][CH:2]=[CH:7][CH:6]=1. (4) Given the reactants Cl.[NH2:2][C@@H:3]1[CH2:8][CH2:7][C@H:6]([N:9]2[C:14](=[O:15])[C:13]3[CH:16]=[C:17]([F:20])[CH:18]=[N:19][C:12]=3[N:11]([C:21]3[CH:26]=[CH:25][C:24]([F:27])=[C:23]([F:28])[CH:22]=3)[C:10]2=[O:29])[CH2:5][CH2:4]1.[CH3:30][S:31](Cl)(=[O:33])=[O:32], predict the reaction product. The product is: [F:28][C:23]1[CH:22]=[C:21]([N:11]2[C:12]3[N:19]=[CH:18][C:17]([F:20])=[CH:16][C:13]=3[C:14](=[O:15])[N:9]([C@@H:6]3[CH2:7][CH2:8][C@H:3]([NH:2][S:31]([CH3:30])(=[O:33])=[O:32])[CH2:4][CH2:5]3)[C:10]2=[O:29])[CH:26]=[CH:25][C:24]=1[F:27]. (5) The product is: [Br:1][C:2]1[CH:3]=[C:4]2[C:12](=[CH:13][CH:14]=1)[N:11]([C:15]1[CH:20]=[CH:19][C:18]([N+:21]([O-:23])=[O:22])=[CH:17][C:16]=1[CH3:24])[C:10]1[CH:9]=[CH:8][CH:7]=[C:6]([C:25]([OH:27])=[O:26])[C:5]2=1. Given the reactants [Br:1][C:2]1[CH:3]=[C:4]2[C:12](=[CH:13][CH:14]=1)[N:11]([C:15]1[CH:20]=[CH:19][C:18]([N+:21]([O-:23])=[O:22])=[CH:17][C:16]=1[CH3:24])[C:10]1[CH:9]=[CH:8][CH:7]=[C:6]([C:25]([O:27]C)=[O:26])[C:5]2=1.[OH-].[Na+], predict the reaction product. (6) The product is: [Br:1][C:2]1[C:3](=[O:29])[N:4]([C:19]2[CH:20]=[C:21]([CH:25]=[CH:26][C:27]=2[F:28])[C:22]([NH:39][CH3:38])=[O:23])[C:5]([CH3:18])=[CH:6][C:7]=1[O:8][CH2:9][C:10]1[CH:15]=[CH:14][C:13]([F:16])=[CH:12][C:11]=1[F:17]. Given the reactants [Br:1][C:2]1[C:3](=[O:29])[N:4]([C:19]2[CH:20]=[C:21]([CH:25]=[CH:26][C:27]=2[F:28])[C:22](O)=[O:23])[C:5]([CH3:18])=[CH:6][C:7]=1[O:8][CH2:9][C:10]1[CH:15]=[CH:14][C:13]([F:16])=[CH:12][C:11]=1[F:17].ClC(OCC(C)C)=O.[CH3:38][N:39]1CCOCC1.CN, predict the reaction product. (7) Given the reactants [NH2:1][C:2]1[C:7](I)=[CH:6][C:5]([F:9])=[CH:4][N:3]=1.[C:10]([OH:15])(=[O:14])[C:11]([CH3:13])=O.N12CCN(CC1)CC2, predict the reaction product. The product is: [F:9][C:5]1[CH:6]=[C:7]2[CH:13]=[C:11]([C:10]([OH:15])=[O:14])[NH:1][C:2]2=[N:3][CH:4]=1. (8) Given the reactants [NH2:1][C:2]1[CH:10]=[C:9]([Cl:11])[CH:8]=[CH:7][C:3]=1[C:4]([OH:6])=[O:5].Cl[C:13]([O:15][CH2:16][CH3:17])=[O:14], predict the reaction product. The product is: [Cl:11][C:9]1[CH:8]=[CH:7][C:3]([C:4]([OH:6])=[O:5])=[C:2]([NH:1][C:13]([O:15][CH2:16][CH3:17])=[O:14])[CH:10]=1. (9) Given the reactants [C:1](=[O:16])([O:14][CH3:15])[O:2][C:3]1[CH:8]=[C:7]([N+:9]([O-:11])=[O:10])[C:6](Br)=[CH:5][C:4]=1[CH3:13].[CH3:17][N:18]([CH3:22])[CH2:19][C:20]#[CH:21].ClC(OC)=O, predict the reaction product. The product is: [C:1](=[O:16])([O:14][CH3:15])[O:2][C:3]1[CH:8]=[C:7]([N+:9]([O-:11])=[O:10])[C:6]([C:21]#[C:20][CH2:19][N:18]([CH3:22])[CH3:17])=[CH:5][C:4]=1[CH3:13]. (10) The product is: [C:13]1([N:12]2[C:1](=[O:11])[C:2]3=[CH:10][CH:9]=[CH:8][CH:7]=[C:3]3[C:4]2=[O:6])[CH:18]=[CH:17][CH:16]=[CH:15][CH:14]=1. Given the reactants [C:1]1(=[O:11])[O:6][C:4](=O)[C:3]2=[CH:7][CH:8]=[CH:9][CH:10]=[C:2]12.[NH2:12][C:13]1[CH:18]=[CH:17][CH:16]=[CH:15][CH:14]=1, predict the reaction product.